From a dataset of Forward reaction prediction with 1.9M reactions from USPTO patents (1976-2016). Predict the product of the given reaction. (1) Given the reactants O1CCCC1.[Cl:6][C:7]1[CH:8]=[C:9]2[C:13](=[CH:14][CH:15]=1)[N:12]([S:16]([C:19]1[CH:20]=[C:21]([CH:36]=[CH:37][CH:38]=1)[C:22]([NH:24][C:25]1[CH:33]=[CH:32][C:31]([C:34]#[N:35])=[CH:30][C:26]=1[C:27](O)=[O:28])=[O:23])(=[O:18])=[O:17])[CH2:11][CH2:10]2.[NH2:39][C:40]1[S:41][CH:42]=[CH:43][N:44]=1.C1N=CN(C(N2C=NC=C2)=O)C=1, predict the reaction product. The product is: [Cl:6][C:7]1[CH:8]=[C:9]2[C:13](=[CH:14][CH:15]=1)[N:12]([S:16]([C:19]1[CH:20]=[C:21]([CH:36]=[CH:37][CH:38]=1)[C:22]([NH:24][C:25]1[CH:33]=[CH:32][C:31]([C:34]#[N:35])=[CH:30][C:26]=1[C:27]([NH:39][C:40]1[S:41][CH:42]=[CH:43][N:44]=1)=[O:28])=[O:23])(=[O:18])=[O:17])[CH2:11][CH2:10]2. (2) Given the reactants [CH2:1](O[C:3]1[C:4](C=O)=[CH:5][CH:6]=[C:7](Cl)[C:2]=1[C:1]1C=CC=CC=1C)[C:2]1[CH:7]=[CH:6][CH:5]=[CH:4][CH:3]=1.[Cl:25][C:26]1[CH:31]=[C:30]([Cl:32])[CH:29]=[CH:28][C:27]=1[C:33]1[C:38]([F:39])=[CH:37][CH:36]=[C:35]([CH:40]=[O:41])[C:34]=1[OH:42], predict the reaction product. The product is: [CH2:1]([O:42][C:34]1[C:35]([CH:40]=[O:41])=[CH:36][CH:37]=[C:38]([F:39])[C:33]=1[C:27]1[CH:28]=[CH:29][C:30]([Cl:32])=[CH:31][C:26]=1[Cl:25])[C:2]1[CH:7]=[CH:6][CH:5]=[CH:4][CH:3]=1. (3) The product is: [C:21]([Si:25]([CH3:28])([CH3:27])[O:1][CH2:2][CH2:3][O:4][C:5]1[CH:6]=[CH:7][C:8]([O:9][C:10]2[CH:17]=[CH:16][C:15]([I:18])=[CH:14][C:11]=2[CH:12]=[O:13])=[CH:19][CH:20]=1)([CH3:24])([CH3:23])[CH3:22]. Given the reactants [OH:1][CH2:2][CH2:3][O:4][C:5]1[CH:20]=[CH:19][C:8]([O:9][C:10]2[CH:17]=[CH:16][C:15]([I:18])=[CH:14][C:11]=2[CH:12]=[O:13])=[CH:7][CH:6]=1.[C:21]([Si:25]([CH3:28])([CH3:27])Cl)([CH3:24])([CH3:23])[CH3:22].N1C=CN=C1, predict the reaction product. (4) Given the reactants Br[C:2]1[CH:3]=[C:4]([CH:8]2[C:17]([C:18]3[CH:19]=[CH:20][C:21]4[O:26][CH2:25][C:24](=[O:27])[NH:23][C:22]=4[CH:28]=3)=[CH:16][C:15]3[C:10](=[CH:11][CH:12]=[CH:13][CH:14]=3)[S:9]2)[CH:5]=[CH:6][CH:7]=1.[CH3:29][N:30]1CCCC1=O, predict the reaction product. The product is: [O:27]=[C:24]1[NH:23][C:22]2[CH:28]=[C:18]([C:17]3[CH:8]([C:4]4[CH:3]=[C:2]([CH:7]=[CH:6][CH:5]=4)[C:29]#[N:30])[S:9][C:10]4[C:15]([CH:16]=3)=[CH:14][CH:13]=[CH:12][CH:11]=4)[CH:19]=[CH:20][C:21]=2[O:26][CH2:25]1. (5) The product is: [Cl:1][C:2]1[CH:10]=[CH:9][C:5]([CH2:6][OH:7])=[CH:4][C:3]=1[S:11]([CH3:14])(=[O:12])=[O:13]. Given the reactants [Cl:1][C:2]1[CH:10]=[CH:9][C:5]([C:6](O)=[O:7])=[CH:4][C:3]=1[S:11]([CH3:14])(=[O:13])=[O:12], predict the reaction product. (6) Given the reactants [O:1]1[CH:5]=[CH:4][C:3]([C:6]2[N:11]3[N:12]=[C:13]([NH2:15])[N:14]=[C:10]3[CH:9]=[CH:8][CH:7]=2)=[CH:2]1.[CH2:16]([C:20]1[CH:28]=[CH:27][C:23]([C:24](O)=[O:25])=[CH:22][CH:21]=1)[CH:17]([CH3:19])[CH3:18], predict the reaction product. The product is: [O:1]1[CH:5]=[CH:4][C:3]([C:6]2[N:11]3[N:12]=[C:13]([NH:15][C:24](=[O:25])[C:23]4[CH:27]=[CH:28][C:20]([CH2:16][CH:17]([CH3:18])[CH3:19])=[CH:21][CH:22]=4)[N:14]=[C:10]3[CH:9]=[CH:8][CH:7]=2)=[CH:2]1. (7) The product is: [CH:1]1(/[C:4](=[N:13]/[S:11]([C:8]([CH3:10])([CH3:9])[CH3:7])=[O:12])/[CH3:5])[CH2:3][CH2:2]1. Given the reactants [CH:1]1([C:4](=O)[CH3:5])[CH2:3][CH2:2]1.[CH3:7][C:8]([S:11]([NH2:13])=[O:12])([CH3:10])[CH3:9], predict the reaction product. (8) The product is: [CH2:7]([O:9][C:10]1[CH:11]=[C:12]([CH:15]=[CH:16][C:17]=1[O:18][CH3:19])[CH2:13][NH2:14])[CH3:8]. Given the reactants [H-].[Al+3].[Li+].[H-].[H-].[H-].[CH2:7]([O:9][C:10]1[CH:11]=[C:12]([CH:15]=[CH:16][C:17]=1[O:18][CH3:19])[C:13]#[N:14])[CH3:8].C(C(C(C([O-])=O)O)O)([O-])=O.[Na+].[K+], predict the reaction product. (9) Given the reactants C([O:8][C:9]1[C:25]([C@H:26]2[C@H:31]([O:32]CC3C=CC=CC=3)[C@@H:30]([O:40]CC3C=CC=CC=3)[C@H:29]([O:48]CC3C=CC=CC=3)[C@@H:28]([CH2:56][O:57]CC3C=CC=CC=3)[S:27]2)=[CH:24][C:12]([CH2:13][C:14]2[CH:23]=[CH:22][C:17]3[O:18][CH2:19][CH2:20][O:21][C:16]=3[CH:15]=2)=[C:11]([CH3:65])[CH:10]=1)C1C=CC=CC=1.CC1C(C)=C(C)C(C)=C(C)C=1.B(Cl)(Cl)Cl, predict the reaction product. The product is: [O:18]1[CH2:19][CH2:20][O:21][C:16]2[CH:15]=[C:14]([CH2:13][C:12]3[C:11]([CH3:65])=[CH:10][C:9]([OH:8])=[C:25]([C@H:26]4[C@H:31]([OH:32])[C@@H:30]([OH:40])[C@H:29]([OH:48])[C@@H:28]([CH2:56][OH:57])[S:27]4)[CH:24]=3)[CH:23]=[CH:22][C:17]1=2.